From a dataset of Full USPTO retrosynthesis dataset with 1.9M reactions from patents (1976-2016). Predict the reactants needed to synthesize the given product. (1) Given the product [F:22][C:23]1[CH:28]=[CH:27][C:26]([C:29]2[O:20][N:19]=[C:16]3[CH:17]=[CH:18][C:13]([C:12]4[N:8]([C:4]5[CH:5]=[CH:6][CH:7]=[C:2]([F:1])[CH:3]=5)[N:9]=[CH:10][CH:11]=4)=[CH:14][C:15]=23)=[CH:25][CH:24]=1, predict the reactants needed to synthesize it. The reactants are: [F:1][C:2]1[CH:3]=[C:4]([N:8]2[C:12]([C:13]3[CH:18]=[CH:17][C:16]([N+:19]([O-])=[O:20])=[CH:15][CH:14]=3)=[CH:11][CH:10]=[N:9]2)[CH:5]=[CH:6][CH:7]=1.[F:22][C:23]1[CH:28]=[CH:27][C:26]([CH2:29]C#N)=[CH:25][CH:24]=1. (2) Given the product [Br:1][C:2]1[CH:3]=[CH:4][C:5]([OH:11])=[C:6]([CH:10]=1)[C:7]([NH:12][C:13]1[CH:17]=[C:16]([C:18]2[CH:23]=[CH:22][CH:21]=[CH:20][CH:19]=2)[NH:15][N:14]=1)=[O:9], predict the reactants needed to synthesize it. The reactants are: [Br:1][C:2]1[CH:10]=[C:6]([C:7]([OH:9])=O)[C:5]([OH:11])=[CH:4][CH:3]=1.[NH2:12][C:13]1[CH:17]=[C:16]([C:18]2[CH:23]=[CH:22][CH:21]=[CH:20][CH:19]=2)[NH:15][N:14]=1. (3) Given the product [C:18]([OH:20])(=[O:19])[C:17]([OH:32])=[O:16].[Cl:1][C:2]1[CH:3]=[CH:4][C:5]([CH:8]([NH:14][C:18](=[O:19])[C@H:17]([O:16][CH3:15])[C:21]2[CH:26]=[CH:25][CH:24]=[CH:23][CH:22]=2)[CH2:9][CH2:10][N:11]([CH3:13])[CH3:12])=[CH:6][CH:7]=1, predict the reactants needed to synthesize it. The reactants are: [Cl:1][C:2]1[CH:7]=[CH:6][C:5]([CH:8]([NH2:14])[CH2:9][CH2:10][N:11]([CH3:13])[CH3:12])=[CH:4][CH:3]=1.[CH3:15][O:16][C@H:17]([C:21]1[CH:26]=[CH:25][CH:24]=[CH:23][CH:22]=1)[C:18]([OH:20])=[O:19].C(Cl)CCl.C([O-])(O)=[O:32].[Na+]. (4) Given the product [NH2:1][C:2]1[N:7]=[C:6]([N:8]2[C@H:13]([CH3:14])[CH2:12][CH2:11][C@H:10]([C:15]([NH:67][CH:62]3[CH2:63][CH2:64][CH2:65][CH2:66][CH:61]3[CH3:60])=[O:17])[CH2:9]2)[CH:5]=[C:4]([C:18]2[CH:23]=[CH:22][C:21]([C:24]#[N:25])=[C:20]([F:26])[CH:19]=2)[N:3]=1, predict the reactants needed to synthesize it. The reactants are: [NH2:1][C:2]1[N:7]=[C:6]([N:8]2[C@H:13]([CH3:14])[CH2:12][CH2:11][C@H:10]([C:15]([OH:17])=O)[CH2:9]2)[CH:5]=[C:4]([C:18]2[CH:23]=[CH:22][C:21]([C:24]#[N:25])=[C:20]([F:26])[CH:19]=2)[N:3]=1.CN(C(ON1N=NC2C=CC=NC1=2)=[N+](C)C)C.F[P-](F)(F)(F)(F)F.CCN(C(C)C)C(C)C.[CH3:60][CH:61]1[CH2:66][CH2:65][CH2:64][CH2:63][CH:62]1[NH2:67]. (5) Given the product [CH:11]([C:3]1[CH:4]=[C:5]([CH2:8][C:9]#[N:10])[CH:6]=[CH:7][C:2]=1[OH:1])=[O:12], predict the reactants needed to synthesize it. The reactants are: [OH:1][C:2]1[CH:7]=[CH:6][C:5]([CH2:8][C:9]#[N:10])=[CH:4][CH:3]=1.[CH2:11]=[O:12]. (6) Given the product [CH3:33][O:34][CH2:35][CH2:36][C:37]1[N:12]([CH2:13][CH2:14][O:15][CH2:16][CH2:17][NH:18][C:19](=[O:25])[O:20][C:21]([CH3:22])([CH3:24])[CH3:23])[C:11]2[C:10]3[CH:9]=[CH:8][CH:7]=[CH:6][C:5]=3[N:4]=[CH:3][C:2]=2[N:1]=1, predict the reactants needed to synthesize it. The reactants are: [NH2:1][C:2]1[CH:3]=[N:4][C:5]2[C:10]([C:11]=1[NH:12][CH2:13][CH2:14][O:15][CH2:16][CH2:17][NH:18][C:19](=[O:25])[O:20][C:21]([CH3:24])([CH3:23])[CH3:22])=[CH:9][CH:8]=[CH:7][CH:6]=2.C(N(CC)CC)C.[CH3:33][O:34][CH2:35][CH2:36][C:37](Cl)=O.C. (7) Given the product [CH3:29][C:14]1([CH3:13])[C@H:16](/[CH:17]=[C:18](\[CH3:25])/[CH:19]=[N:20][O:21][CH2:22][CH2:23][CH3:24])[C@H:15]1[C:26]([O:1][CH2:2][N:3]1[C:7](=[O:8])[CH2:6][N:5]([CH2:9][C:10]#[CH:11])[C:4]1=[O:12])=[O:27], predict the reactants needed to synthesize it. The reactants are: [OH:1][CH2:2][N:3]1[C:7](=[O:8])[CH2:6][N:5]([CH2:9][C:10]#[CH:11])[C:4]1=[O:12].[CH3:13][C:14]1([CH3:29])[C@H:16](/[CH:17]=[C:18](\[CH3:25])/[CH:19]=[N:20][O:21][CH2:22][CH2:23][CH3:24])[C@H:15]1[C:26](O)=[O:27].C(Cl)(Cl)Cl.Cl.C(N=C=NCCCN(C)C)C. (8) Given the product [Cl:25][C:4]1[CH:3]=[C:2]([O:1][S:26]([C:29]([F:32])([F:31])[F:30])(=[O:28])=[O:27])[CH:23]=[C:22]([Cl:24])[C:5]=1[CH2:6][C@@H:7]1[CH2:11][CH2:10][N:9]([C@H:12]2[CH2:20][CH2:19][C:18]3[C:14](=[CH:15][N:16]([S:26]([C:29]([F:32])([F:31])[F:30])(=[O:28])=[O:27])[N:17]=3)[CH2:13]2)[C:8]1=[O:21], predict the reactants needed to synthesize it. The reactants are: [OH:1][C:2]1[CH:23]=[C:22]([Cl:24])[C:5]([CH2:6][C@@H:7]2[CH2:11][CH2:10][N:9]([C@H:12]3[CH2:20][CH2:19][C:18]4[C:14](=[CH:15][NH:16][N:17]=4)[CH2:13]3)[C:8]2=[O:21])=[C:4]([Cl:25])[CH:3]=1.[S:26](O[S:26]([C:29]([F:32])([F:31])[F:30])(=[O:28])=[O:27])([C:29]([F:32])([F:31])[F:30])(=[O:28])=[O:27].